Dataset: Forward reaction prediction with 1.9M reactions from USPTO patents (1976-2016). Task: Predict the product of the given reaction. (1) Given the reactants Br[C:2]1[CH:3]=[N:4][C:5]2[N:6]([N:8]=[C:9]([C:11]([CH3:14])([CH3:13])[CH3:12])[CH:10]=2)[CH:7]=1.[CH3:15][Si:16]([C:19]#[CH:20])([CH3:18])[CH3:17], predict the reaction product. The product is: [C:11]([C:9]1[CH:10]=[C:5]2[N:4]=[CH:3][C:2]([C:20]#[C:19][Si:16]([CH3:18])([CH3:17])[CH3:15])=[CH:7][N:6]2[N:8]=1)([CH3:14])([CH3:13])[CH3:12]. (2) Given the reactants [Br:1][C:2]1[CH:3]=[N:4][C:5]2[N:6]([N:8]=[C:9]([C:11]([OH:13])=O)[CH:10]=2)[CH:7]=1.[CH3:14][CH:15]1[C:24]2[C:19](=[CH:20][CH:21]=[CH:22][C:23]=2[C:25]2[CH:26]=[N:27][NH:28][CH:29]=2)[CH2:18][CH2:17][NH:16]1, predict the reaction product. The product is: [Br:1][C:2]1[CH:3]=[N:4][C:5]2[N:6]([N:8]=[C:9]([C:11]([N:16]3[CH2:17][CH2:18][C:19]4[C:24](=[C:23]([C:25]5[CH:29]=[N:28][NH:27][CH:26]=5)[CH:22]=[CH:21][CH:20]=4)[CH:15]3[CH3:14])=[O:13])[CH:10]=2)[CH:7]=1. (3) Given the reactants [Cl:1][C:2]1[CH:7]=[CH:6][CH:5]=[C:4]([C:8]([F:11])([F:10])[F:9])[C:3]=1[C:12]([N:14]1[C:22]2[C:17](=[C:18]([F:23])[CH:19]=[CH:20][CH:21]=2)[C:16]([C:24]2([CH3:32])[CH2:29][CH2:28][CH:27]([CH2:30][OH:31])[CH2:26][CH2:25]2)=[N:15]1)=[O:13].CC(C)=[O:35].OS(O)(=O)=O.O=[Cr](=O)=O, predict the reaction product. The product is: [Cl:1][C:2]1[CH:7]=[CH:6][CH:5]=[C:4]([C:8]([F:10])([F:11])[F:9])[C:3]=1[C:12]([N:14]1[C:22]2[C:17](=[C:18]([F:23])[CH:19]=[CH:20][CH:21]=2)[C:16]([C:24]2([CH3:32])[CH2:29][CH2:28][CH:27]([C:30]([OH:35])=[O:31])[CH2:26][CH2:25]2)=[N:15]1)=[O:13]. (4) Given the reactants [NH2:1][C:2]1[N:3]=[CH:4][C:5]([C:8]#[C:9][C:10]([O:12][CH3:13])=[O:11])=[N:6][CH:7]=1, predict the reaction product. The product is: [NH2:1][C:2]1[N:3]=[CH:4][C:5]([CH2:8][CH2:9][C:10]([O:12][CH3:13])=[O:11])=[N:6][CH:7]=1. (5) Given the reactants [CH3:1][N:2]1[C:10]2[C:5](=[CH:6][CH:7]=[CH:8][CH:9]=2)[C:4]([C:11](=[O:19])[CH2:12][C:13]2[CH:18]=[CH:17][CH:16]=[CH:15][CH:14]=2)=[CH:3]1.[Br-:20].[Br-].[Br-].C1([N+](C)(C)C)C=CC=CC=1.C1([N+](C)(C)C)C=CC=CC=1.C1([N+](C)(C)C)C=CC=CC=1, predict the reaction product. The product is: [Br:20][CH:12]([C:13]1[CH:18]=[CH:17][CH:16]=[CH:15][CH:14]=1)[C:11]([C:4]1[C:5]2[C:10](=[CH:9][CH:8]=[CH:7][CH:6]=2)[N:2]([CH3:1])[CH:3]=1)=[O:19]. (6) Given the reactants [Cl:1][C:2]1[C:3]([CH3:21])=[C:4]([S:8]([NH:11][C:12]2[S:13][C:14]([CH2:17][C:18]([OH:20])=O)=[CH:15][N:16]=2)(=[O:10])=[O:9])[CH:5]=[CH:6][CH:7]=1.CCN=C=NCCCN(C)C.C(N(CC)CC)C.[NH:40]1[CH2:45][CH2:44][O:43][CH2:42][CH2:41]1, predict the reaction product. The product is: [Cl:1][C:2]1[C:3]([CH3:21])=[C:4]([S:8]([NH:11][C:12]2[S:13][C:14]([CH2:17][C:18]([N:40]3[CH2:45][CH2:44][O:43][CH2:42][CH2:41]3)=[O:20])=[CH:15][N:16]=2)(=[O:9])=[O:10])[CH:5]=[CH:6][CH:7]=1.